Dataset: Full USPTO retrosynthesis dataset with 1.9M reactions from patents (1976-2016). Task: Predict the reactants needed to synthesize the given product. (1) Given the product [Cl:25][C:22]1[CH:23]=[CH:24][C:19]([N:16]2[CH2:17][CH2:18][N:13]([CH2:12][C@:11]3([CH3:27])[O:26][C:2]4=[N:6][C:5]([N+:7]([O-:9])=[O:8])=[CH:4][N:3]4[CH2:10]3)[CH2:14][CH2:15]2)=[CH:20][CH:21]=1, predict the reactants needed to synthesize it. The reactants are: Cl[C:2]1[N:3]([CH2:10][C@@:11]([CH3:27])([OH:26])[CH2:12][N:13]2[CH2:18][CH2:17][N:16]([C:19]3[CH:24]=[CH:23][C:22]([Cl:25])=[CH:21][CH:20]=3)[CH2:15][CH2:14]2)[CH:4]=[C:5]([N+:7]([O-:9])=[O:8])[N:6]=1.[H-].[Na+].C(OCC)(=O)C. (2) Given the product [Cl:30][C:31]1[CH:32]=[C:33]([C:39]([NH:41][C@@H:42]2[CH2:46][CH2:45][N:44]([CH3:47])[C:43]2=[O:48])=[O:40])[CH:34]=[N:35][C:36]=1[NH:37][NH:38][C:6]([NH:29][CH:19]1[C:20]2[C:21](=[N:22][CH:23]=[CH:24][CH:25]=2)[CH2:26][CH2:27][C:28]2[C:14]([F:13])=[CH:15][CH:16]=[CH:17][C:18]1=2)=[O:7], predict the reactants needed to synthesize it. The reactants are: C1N=CN([C:6](N2C=NC=C2)=[O:7])C=1.[F:13][C:14]1[C:28]2[CH2:27][CH2:26][C:21]3=[N:22][CH:23]=[CH:24][CH:25]=[C:20]3[CH:19]([NH2:29])[C:18]=2[CH:17]=[CH:16][CH:15]=1.[Cl:30][C:31]1[CH:32]=[C:33]([C:39]([NH:41][C@@H:42]2[CH2:46][CH2:45][N:44]([CH3:47])[C:43]2=[O:48])=[O:40])[CH:34]=[N:35][C:36]=1[NH:37][NH2:38]. (3) The reactants are: C(OC(=O)[NH:5][C:6]1[C:7]([C:12]#[C:13][Si](C)(C)C)=[N:8][CH:9]=[CH:10][CH:11]=1)C.[O-]CC.[Na+]. Given the product [NH:5]1[C:6]2[C:7](=[N:8][CH:9]=[CH:10][CH:11]=2)[CH:12]=[CH:13]1, predict the reactants needed to synthesize it. (4) Given the product [F:1][C:2]1[CH:15]=[C:14]([N+:16]([O-:18])=[O:17])[CH:13]=[CH:12][C:3]=1[O:4][C:5]1[CH:10]=[CH:9][N:8]=[C:7]([NH:11][C:20]([N:41]2[CH2:42][CH2:43][CH:38]([N:36]3[CH2:35][CH:34]([N:33]([CH3:44])[CH3:32])[CH2:37]3)[CH2:39][CH2:40]2)=[O:21])[CH:6]=1, predict the reactants needed to synthesize it. The reactants are: [F:1][C:2]1[CH:15]=[C:14]([N+:16]([O-:18])=[O:17])[CH:13]=[CH:12][C:3]=1[O:4][C:5]1[CH:10]=[CH:9][N:8]=[C:7]([NH2:11])[CH:6]=1.Cl[C:20](OC1C=CC=CC=1)=[O:21].Cl.Cl.Cl.[CH3:32][N:33]([CH3:44])[CH:34]1[CH2:37][N:36]([CH:38]2[CH2:43][CH2:42][NH:41][CH2:40][CH2:39]2)[CH2:35]1.[OH-].[Na+]. (5) Given the product [F:17][CH2:18][CH2:19][N:3]1[CH2:4][CH2:5][CH:6]([NH:9][C:10](=[O:16])[O:11][C:12]([CH3:13])([CH3:15])[CH3:14])[CH2:7][CH2:8]1, predict the reactants needed to synthesize it. The reactants are: N#N.[NH:3]1[CH2:8][CH2:7][CH:6]([NH:9][C:10](=[O:16])[O:11][C:12]([CH3:15])([CH3:14])[CH3:13])[CH2:5][CH2:4]1.[F:17][CH2:18][CH2:19]I.C(=O)([O-])[O-].[K+].[K+]. (6) Given the product [CH3:18][NH:19][C:4](=[O:17])[C:5]1[CH:10]=[C:9]([C:28]2[CH:29]=[CH:30][C:25]3[N:26]([C:22]([C:21]([F:35])([F:34])[F:20])=[N:23][N:24]=3)[CH:27]=2)[CH:8]=[CH:7][C:6]=1[O:12][C:13]([F:14])([F:15])[F:16], predict the reactants needed to synthesize it. The reactants are: C(O[C:4](=[O:17])[C:5]1[CH:10]=[C:9](Br)[CH:8]=[CH:7][C:6]=1[O:12][C:13]([F:16])([F:15])[F:14])C.[CH3:18][NH2:19].[F:20][C:21]([F:35])([F:34])[C:22]1[N:26]2[CH:27]=[C:28](B(O)O)[CH:29]=[CH:30][C:25]2=[N:24][N:23]=1. (7) Given the product [CH2:1]([O:8][C:14]1[C:15]2[N:16]([C:18]([CH3:22])=[C:19]([CH3:21])[N:20]=2)[CH:17]=[C:12]([Br:11])[CH:13]=1)[C:2]1[CH:7]=[CH:6][CH:5]=[CH:4][CH:3]=1, predict the reactants needed to synthesize it. The reactants are: [CH2:1]([OH:8])[C:2]1[CH:7]=[CH:6][CH:5]=[CH:4][CH:3]=1.[H-].[Na+].[Br:11][C:12]1[CH:13]=[C:14](Br)[C:15]2[N:16]([C:18]([CH3:22])=[C:19]([CH3:21])[N:20]=2)[CH:17]=1. (8) Given the product [CH3:1][S:2]([O:13][CH2:12][C:10]1[S:11][C:7]([CH3:6])=[CH:8][CH:9]=1)(=[O:4])=[O:3], predict the reactants needed to synthesize it. The reactants are: [CH3:1][S:2](Cl)(=[O:4])=[O:3].[CH3:6][C:7]1[S:11][C:10]([CH2:12][OH:13])=[CH:9][CH:8]=1. (9) Given the product [Br:8][C:13]1[S:9][C:10]([NH:14][C:15](=[O:21])[O:16][C:17]([CH3:18])([CH3:20])[CH3:19])=[N:11][CH:12]=1, predict the reactants needed to synthesize it. The reactants are: C1C(=O)N([Br:8])C(=O)C1.[S:9]1[CH:13]=[CH:12][N:11]=[C:10]1[NH:14][C:15](=[O:21])[O:16][C:17]([CH3:20])([CH3:19])[CH3:18].